This data is from M1 muscarinic receptor antagonist screen with 61,756 compounds. The task is: Binary Classification. Given a drug SMILES string, predict its activity (active/inactive) in a high-throughput screening assay against a specified biological target. (1) The compound is S(=O)(=O)(N1CCC(CC1)C(=O)N1CCCCC1)c1cc(OC)c(OC)cc1. The result is 0 (inactive). (2) The compound is O=C(N(CC)CC)C1CCCN(C1)c1ncnc2n(ncc12)c1cc(ccc1)C. The result is 0 (inactive).